This data is from Forward reaction prediction with 1.9M reactions from USPTO patents (1976-2016). The task is: Predict the product of the given reaction. (1) Given the reactants [Cl:1][C:2]1[CH:7]=[C:6]([O:8][C:9]2[C:10]3[N:17]([CH3:18])[C:16]([C:19]([CH3:26])([O:21][Si](C)(C)C)[CH3:20])=[CH:15][C:11]=3[N:12]=[CH:13][N:14]=2)[CH:5]=[CH:4][C:3]=1[NH:27][C:28]([NH:30][C:31]1[CH:36]=[CH:35][CH:34]=[C:33]([C:37]([F:40])([F:39])[F:38])[CH:32]=1)=[O:29].Cl, predict the reaction product. The product is: [Cl:1][C:2]1[CH:7]=[C:6]([O:8][C:9]2[C:10]3[N:17]([CH3:18])[C:16]([C:19]([OH:21])([CH3:20])[CH3:26])=[CH:15][C:11]=3[N:12]=[CH:13][N:14]=2)[CH:5]=[CH:4][C:3]=1[NH:27][C:28]([NH:30][C:31]1[CH:36]=[CH:35][CH:34]=[C:33]([C:37]([F:40])([F:38])[F:39])[CH:32]=1)=[O:29]. (2) Given the reactants [Br:1][C:2]1[N:3]=[C:4]2[CH:10]=[CH:9][NH:8][C:5]2=[N:6][CH:7]=1.[OH-].[K+].[I:13]I.S([O-])([O-])(=O)=S.[Na+].[Na+], predict the reaction product. The product is: [Br:1][C:2]1[N:3]=[C:4]2[C:10]([I:13])=[CH:9][NH:8][C:5]2=[N:6][CH:7]=1. (3) Given the reactants [OH:1][CH:2]1[CH2:7][CH2:6][CH:5]([C:8]([O:10][CH2:11][CH3:12])=[O:9])[CH2:4][CH2:3]1.[C:13]([Si:17](Cl)([C:24]1[CH:29]=[CH:28][CH:27]=[CH:26][CH:25]=1)[C:18]1[CH:23]=[CH:22][CH:21]=[CH:20][CH:19]=1)([CH3:16])([CH3:15])[CH3:14].N1C=CN=C1, predict the reaction product. The product is: [Si:17]([O:1][CH:2]1[CH2:3][CH2:4][CH:5]([C:8]([O:10][CH2:11][CH3:12])=[O:9])[CH2:6][CH2:7]1)([C:13]([CH3:16])([CH3:15])[CH3:14])([C:24]1[CH:25]=[CH:26][CH:27]=[CH:28][CH:29]=1)[C:18]1[CH:23]=[CH:22][CH:21]=[CH:20][CH:19]=1. (4) Given the reactants [CH2:1]([N:8]1[CH:13]=[C:12]([Cl:14])[N:11]=[C:10]([NH:15][C:16]2[C:21](Br)=[CH:20][C:19]([CH3:23])=[CH:18][N:17]=2)[C:9]1=[O:24])[C:2]1[CH:7]=[CH:6][CH:5]=[CH:4][CH:3]=1.C(N(CC)CC)C.[Si:32]([C:36]#[CH:37])([CH3:35])([CH3:34])[CH3:33], predict the reaction product. The product is: [CH2:1]([N:8]1[CH:13]=[C:12]([Cl:14])[N:11]=[C:10]([NH:15][C:16]2[C:21]([C:37]#[C:36][Si:32]([CH3:35])([CH3:34])[CH3:33])=[CH:20][C:19]([CH3:23])=[CH:18][N:17]=2)[C:9]1=[O:24])[C:2]1[CH:7]=[CH:6][CH:5]=[CH:4][CH:3]=1. (5) Given the reactants [C:1]([C:5]1[CH:12]=[CH:11][CH:10]=[C:7]([CH:8]=O)[C:6]=1[OH:13])([CH3:4])([CH3:3])[CH3:2].[C:14]([C:16]1[CH:22]=[CH:21][C:19]([NH2:20])=[CH:18][CH:17]=1)#[CH:15], predict the reaction product. The product is: [C:1]([C:5]1[CH:12]=[CH:11][CH:10]=[C:7]([CH:8]=[N:20][C:19]2[CH:21]=[CH:22][C:16]([C:14]#[CH:15])=[CH:17][CH:18]=2)[C:6]=1[OH:13])([CH3:4])([CH3:3])[CH3:2]. (6) Given the reactants [CH3:1][O:2][C:3]1[CH:8]=[CH:7][C:6]([NH:9][C:10](=[O:17])[C:11]2[CH:16]=[CH:15][CH:14]=[CH:13][CH:12]=2)=[CH:5][C:4]=1[N+:18]([O-])=O, predict the reaction product. The product is: [NH2:18][C:4]1[CH:5]=[C:6]([NH:9][C:10](=[O:17])[C:11]2[CH:12]=[CH:13][CH:14]=[CH:15][CH:16]=2)[CH:7]=[CH:8][C:3]=1[O:2][CH3:1]. (7) Given the reactants [O:1]=[C:2]1[CH2:26][C:10]2([CH:15]=[CH:14][N:13](C(OCC3C=CC=CC=3)=O)[CH2:12][CH2:11]2)[C:9]2[C:4](=[N:5][CH:6]=[CH:7][CH:8]=2)[N:3]1COCC[Si](C)(C)C.FC(F)(F)C(O)=O.C(N)CN, predict the reaction product. The product is: [NH:13]1[CH2:12][CH2:11][C:10]2([C:9]3[C:4](=[N:5][CH:6]=[CH:7][CH:8]=3)[NH:3][C:2](=[O:1])[CH2:26]2)[CH2:15][CH2:14]1.